This data is from Full USPTO retrosynthesis dataset with 1.9M reactions from patents (1976-2016). The task is: Predict the reactants needed to synthesize the given product. (1) The reactants are: [NH2:1][CH:2]1[CH:10]([CH2:11][C:12]2[CH:17]=[CH:16][CH:15]=[CH:14][CH:13]=2)[C:9]2[C:4](=[CH:5][C:6]([F:31])=[C:7]([O:18][CH2:19][CH2:20][NH:21][S:22]([C:25]3[N:26]=[CH:27][N:28]([CH3:30])[CH:29]=3)(=[O:24])=[O:23])[CH:8]=2)[CH2:3]1.Br[CH2:33][CH:34]([CH3:37])[CH2:35]Cl.C(=O)([O-])[O-].[K+].[K+].C(#N)C. Given the product [CH2:11]([CH:10]1[C:9]2[C:4](=[CH:5][C:6]([F:31])=[C:7]([O:18][CH2:19][CH2:20][NH:21][S:22]([C:25]3[N:26]=[CH:27][N:28]([CH3:30])[CH:29]=3)(=[O:24])=[O:23])[CH:8]=2)[CH2:3][CH:2]1[N:1]1[CH2:35][CH:34]([CH3:37])[CH2:33]1)[C:12]1[CH:13]=[CH:14][CH:15]=[CH:16][CH:17]=1, predict the reactants needed to synthesize it. (2) The reactants are: [Cl:1][C:2]1[CH:7]=[CH:6][CH:5]=[CH:4][C:3]=1[CH:8]([O:10][C:11](=[O:34])[NH:12][C:13]1[C:14]([CH3:33])=[N:15][O:16][C:17]=1[C:18]1[CH:23]=[CH:22][CH:21]=[C:20](B2OC(C)(C)C(C)(C)O2)[CH:19]=1)[CH3:9].[CH2:35]([O:37][C:38](=[O:48])[CH2:39][C:40]1[CH:45]=[C:44](Br)[CH:43]=[CH:42][C:41]=1[F:47])[CH3:36]. Given the product [CH2:35]([O:37][C:38](=[O:48])[CH2:39][C:40]1[CH:45]=[C:44]([C:20]2[CH:21]=[CH:22][CH:23]=[C:18]([C:17]3[O:16][N:15]=[C:14]([CH3:33])[C:13]=3[NH:12][C:11]([O:10][CH:8]([C:3]3[CH:4]=[CH:5][CH:6]=[CH:7][C:2]=3[Cl:1])[CH3:9])=[O:34])[CH:19]=2)[CH:43]=[CH:42][C:41]=1[F:47])[CH3:36], predict the reactants needed to synthesize it. (3) Given the product [CH:1]1([O:7][CH:8]([C:10]2[CH:19]=[CH:18][C:13]([C:14]([OH:16])=[O:15])=[CH:12][CH:11]=2)[CH3:9])[CH2:6][CH2:5][CH2:4][CH2:3][CH2:2]1, predict the reactants needed to synthesize it. The reactants are: [CH:1]1([O:7][CH:8]([C:10]2[CH:19]=[CH:18][C:13]([C:14]([O:16]C)=[O:15])=[CH:12][CH:11]=2)[CH3:9])[CH2:6][CH2:5][CH2:4][CH2:3][CH2:2]1.[OH-].[Li+].Cl. (4) Given the product [C:9]([NH2:10])(=[O:30])[C:11]1[CH:16]=[CH:15][CH:14]=[N:13][CH:12]=1.[C:23]([OH:30])(=[O:20])[C:24]1[CH:29]=[CH:28][CH:27]=[N:19][CH:25]=1, predict the reactants needed to synthesize it. The reactants are: P([O-])([O-])([O-])=O.[K+].[K+].[K+].[C:9]([C:11]1[CH:12]=[N:13][CH:14]=[CH:15][CH:16]=1)#[N:10].C(#[N:19])C.[OH2:20].CN(C)[C:23](=[O:30])[C:24]1[CH:29]=[CH:28][CH:27]=C[CH:25]=1. (5) Given the product [F:14][C:2]([F:1])([F:13])[C:3]1[CH:12]=[CH:11][C:10]2[O:9][CH2:8][CH:7]3[CH:38]([C:40]([O:42][CH2:43][CH3:44])=[O:41])[CH:6]3[C:5]=2[CH:4]=1, predict the reactants needed to synthesize it. The reactants are: [F:1][C:2]([F:14])([F:13])[C:3]1[CH:4]=[C:5]2[C:10](=[CH:11][CH:12]=1)[O:9][CH2:8][CH:7]=[CH:6]2.C(OC1C=CC(C(F)(F)F)=CC=1)C#C.CC1(C)C=[C:38]([C:40]([O:42][CH2:43][CH3:44])=[O:41])C2C(=CC=C(C(F)(F)F)C=2)O1.[N+](=CC(OCC)=O)=[N-].